Task: Predict the product of the given reaction.. Dataset: Forward reaction prediction with 1.9M reactions from USPTO patents (1976-2016) (1) Given the reactants [CH2:1]([O:3][C:4]([C:6]1[CH:14]=[C:13]2[C:9]([C:10]([CH:18]=[O:19])=[C:11]([CH:15]([CH3:17])[CH3:16])[NH:12]2)=[CH:8][CH:7]=1)=[O:5])[CH3:2].[H-].[Na+].Cl[CH2:23][C:24]1[O:25][CH:26]=[CH:27][N:28]=1, predict the reaction product. The product is: [CH2:1]([O:3][C:4]([C:6]1[CH:14]=[C:13]2[C:9]([C:10]([CH:18]=[O:19])=[C:11]([CH:15]([CH3:16])[CH3:17])[N:12]2[CH2:23][C:24]2[O:25][CH:26]=[CH:27][N:28]=2)=[CH:8][CH:7]=1)=[O:5])[CH3:2]. (2) Given the reactants [CH:1]1([N:4]2[CH2:9][CH2:8][NH:7][CH2:6][CH2:5]2)[CH2:3][CH2:2]1.[Cl:10][C:11]1[CH:20]=[CH:19][C:18]2[C:13](=[CH:14][C:15]([F:22])=[C:16]([CH3:21])[CH:17]=2)[N:12]=1, predict the reaction product. The product is: [ClH:10].[CH:1]1([N:4]2[CH2:9][CH2:8][N:7]([C:11]3[CH:20]=[CH:19][C:18]4[C:13](=[CH:14][C:15]([F:22])=[C:16]([CH3:21])[CH:17]=4)[N:12]=3)[CH2:6][CH2:5]2)[CH2:3][CH2:2]1. (3) Given the reactants [CH2:1]([N:3]1[C:7]2=[N:8][C:9]([CH2:32][CH3:33])=[C:10]([CH2:19][NH:20][C:21]([C:23]3[CH:24]=[C:25]([CH:29]=[CH:30][CH:31]=3)[C:26](O)=[O:27])=[O:22])[C:11]([NH:12][CH:13]3[CH2:18][CH2:17][O:16][CH2:15][CH2:14]3)=[C:6]2[CH:5]=[N:4]1)[CH3:2].[NH2:34][CH2:35][C:36]1[CH:37]=[CH:38][C:39]([F:50])=[C:40]([C:42]2[CH:47]=[CH:46][CH:45]=[C:44]([CH2:48][OH:49])[CH:43]=2)[CH:41]=1.C1CN([P+](ON2N=NC3C=CC=CC2=3)(N2CCCC2)N2CCCC2)CC1.F[P-](F)(F)(F)(F)F.C(N(C(C)C)CC)(C)C, predict the reaction product. The product is: [CH2:1]([N:3]1[C:7]2=[N:8][C:9]([CH2:32][CH3:33])=[C:10]([CH2:19][NH:20][C:21]([C:23]3[CH:31]=[CH:30][CH:29]=[C:25]([C:26]([NH:34][CH2:35][C:36]4[CH:41]=[C:40]([C:42]5[CH:47]=[CH:46][CH:45]=[C:44]([CH2:48][OH:49])[CH:43]=5)[C:39]([F:50])=[CH:38][CH:37]=4)=[O:27])[CH:24]=3)=[O:22])[C:11]([NH:12][CH:13]3[CH2:18][CH2:17][O:16][CH2:15][CH2:14]3)=[C:6]2[CH:5]=[N:4]1)[CH3:2]. (4) Given the reactants [N:1]1[C:10]2[CH:9]([NH:11][CH2:12][CH2:13][CH2:14][CH2:15][NH:16]C(=O)OC(C)(C)C)[CH2:8][CH2:7][CH2:6][C:5]=2[CH:4]=[CH:3][CH:2]=1.[Cl:24][C:25]1[CH:26]=[C:27]([Cl:36])[C:28]2[N:29]([CH:31]=[C:32]([CH:34]=O)[N:33]=2)[CH:30]=1, predict the reaction product. The product is: [Cl:24][C:25]1[CH:26]=[C:27]([Cl:36])[C:28]2[N:29]([CH:31]=[C:32]([CH2:34][N:11]([CH:9]3[C:10]4[N:1]=[CH:2][CH:3]=[CH:4][C:5]=4[CH2:6][CH2:7][CH2:8]3)[CH2:12][CH2:13][CH2:14][CH2:15][NH2:16])[N:33]=2)[CH:30]=1. (5) Given the reactants C(N(CC)CC)C.[C:8]([C:12]1[CH:13]=[C:14]([NH:24][C:25](OC2C=CC=CC=2)=[O:26])[C:15]([O:22][CH3:23])=[C:16]([CH:21]=1)[C:17]([O:19][CH3:20])=[O:18])([CH3:11])([CH3:10])[CH3:9].[NH2:34][C:35]1[C:44]2[C:39](=[CH:40][CH:41]=[CH:42][CH:43]=2)[C:38]([O:45][C:46]2[CH:51]=[CH:50][N:49]=[C:48]([NH:52][C:53]3[CH:58]=[CH:57][CH:56]=[CH:55][CH:54]=3)[CH:47]=2)=[CH:37][CH:36]=1, predict the reaction product. The product is: [C:8]([C:12]1[CH:13]=[C:14]([NH:24][C:25]([NH:34][C:35]2[C:44]3[C:39](=[CH:40][CH:41]=[CH:42][CH:43]=3)[C:38]([O:45][C:46]3[CH:51]=[CH:50][N:49]=[C:48]([NH:52][C:53]4[CH:54]=[CH:55][CH:56]=[CH:57][CH:58]=4)[CH:47]=3)=[CH:37][CH:36]=2)=[O:26])[C:15]([O:22][CH3:23])=[C:16]([CH:21]=1)[C:17]([O:19][CH3:20])=[O:18])([CH3:9])([CH3:10])[CH3:11]. (6) Given the reactants [CH:1]1C(C(C2C=CC(F)=CC=2)=O)=CC=C(F)[CH:2]=1.[C:17]([O-:23])(=[O:22])[CH2:18][C:19]([O-:21])=[O:20].N1C=CC=[CH:26][CH:25]=1, predict the reaction product. The product is: [C:17]([O:23][CH2:25][CH3:26])(=[O:22])[CH2:18][C:19]([O:21][CH2:1][CH3:2])=[O:20]. (7) Given the reactants [CH2:1]([O:41][CH:42]1[C@H:46]2[C@H:47]([O:67][Si:68]([C:71]([CH3:74])([CH3:73])[CH3:72])([CH3:70])[CH3:69])[N:48]([C:59]([O:61][CH2:62][C:63]([Cl:66])([Cl:65])[Cl:64])=[O:60])[C:49]3[CH:56]=[CH:55][C:54]([O:57][CH3:58])=[CH:53][C:50]=3[C:51](=[O:52])[N:45]2[CH2:44][C@H:43]1[OH:75])[CH2:2][CH2:3][CH2:4][CH2:5][O:6][CH:7]1[C@H:11]2[C@H:12]([O:32][Si:33]([C:36]([CH3:39])([CH3:38])[CH3:37])([CH3:35])[CH3:34])[N:13]([C:24]([O:26][CH2:27][C:28]([Cl:31])([Cl:30])[Cl:29])=[O:25])[C:14]3[CH:21]=[CH:20][C:19]([O:22][CH3:23])=[CH:18][C:15]=3[C:16](=[O:17])[N:10]2[CH2:9][C@H:8]1[OH:40], predict the reaction product. The product is: [CH2:5]([O:6][CH:7]1[C@H:11]2[C@H:12]([O:32][Si:33]([C:36]([CH3:39])([CH3:38])[CH3:37])([CH3:35])[CH3:34])[N:13]([C:24]([O:26][CH2:27][C:28]([Cl:29])([Cl:31])[Cl:30])=[O:25])[C:14]3[CH:21]=[CH:20][C:19]([O:22][CH3:23])=[CH:18][C:15]=3[C:16](=[O:17])[N:10]2[CH2:9][C:8]1=[O:40])[CH2:4][CH2:3][CH2:2][CH2:1][O:41][CH:42]1[C@H:46]2[C@H:47]([O:67][Si:68]([C:71]([CH3:72])([CH3:73])[CH3:74])([CH3:69])[CH3:70])[N:48]([C:59]([O:61][CH2:62][C:63]([Cl:66])([Cl:65])[Cl:64])=[O:60])[C:49]3[CH:56]=[CH:55][C:54]([O:57][CH3:58])=[CH:53][C:50]=3[C:51](=[O:52])[N:45]2[CH2:44][C:43]1=[O:75]. (8) Given the reactants [F:1][C:2]1[CH:3]=[C:4]([CH:8]2[CH:13]([CH2:14][N:15]([C@@H:23]([C:25]3[C:34]4[C:29](=[CH:30][CH:31]=[CH:32][CH:33]=4)[CH:28]=[CH:27][CH:26]=3)[CH3:24])[C:16](=[O:22])[O:17][C:18]([CH3:21])([CH3:20])[CH3:19])[CH2:12][CH2:11][NH:10][CH2:9]2)[CH:5]=[CH:6][CH:7]=1.[Cl:35][C:36]1[CH:37]=[C:38]([CH:43]=[CH:44][C:45]=1[NH:46][C:47](OC1C=CC([N+]([O-])=O)=CC=1)=[O:48])[C:39]([O:41][CH3:42])=[O:40].C(N(CC)CC)C.C(=O)([O-])O.[Na+], predict the reaction product. The product is: [C:18]([O:17][C:16]([N:15]([CH2:14][CH:13]1[CH2:12][CH2:11][N:10]([C:47]([NH:46][C:45]2[CH:44]=[CH:43][C:38]([C:39]([O:41][CH3:42])=[O:40])=[CH:37][C:36]=2[Cl:35])=[O:48])[CH2:9][CH:8]1[C:4]1[CH:5]=[CH:6][CH:7]=[C:2]([F:1])[CH:3]=1)[C@@H:23]([C:25]1[C:34]2[C:29](=[CH:30][CH:31]=[CH:32][CH:33]=2)[CH:28]=[CH:27][CH:26]=1)[CH3:24])=[O:22])([CH3:19])([CH3:21])[CH3:20].